This data is from Catalyst prediction with 721,799 reactions and 888 catalyst types from USPTO. The task is: Predict which catalyst facilitates the given reaction. (1) Reactant: [H-].[Na+].[Br:3][C:4]1[CH:5]=[C:6]2[C:10](=[CH:11][CH:12]=1)[NH:9][CH:8]=[CH:7]2.[C:13]([C:17]1[CH:24]=[CH:23][C:20]([CH2:21]Br)=[CH:19][CH:18]=1)([CH3:16])([CH3:15])[CH3:14]. Product: [Br:3][C:4]1[CH:5]=[C:6]2[C:10](=[CH:11][CH:12]=1)[N:9]([CH2:21][C:20]1[CH:23]=[CH:24][C:17]([C:13]([CH3:16])([CH3:15])[CH3:14])=[CH:18][CH:19]=1)[CH:8]=[CH:7]2. The catalyst class is: 3. (2) Reactant: [CH3:1][O:2][CH2:3][C@@H:4]([O:6][C:7]1[CH:8]=[C:9]([CH:14]=[C:15]([O:17][CH2:18][C:19]2[CH:24]=[CH:23][CH:22]=[CH:21][CH:20]=2)[CH:16]=1)[C:10]([O:12]C)=[O:11])[CH3:5].[OH-].[Na+]. Product: [CH3:1][O:2][CH2:3][C@@H:4]([O:6][C:7]1[CH:8]=[C:9]([CH:14]=[C:15]([O:17][CH2:18][C:19]2[CH:20]=[CH:21][CH:22]=[CH:23][CH:24]=2)[CH:16]=1)[C:10]([OH:12])=[O:11])[CH3:5]. The catalyst class is: 87. (3) Reactant: [Cl:1][C:2]1[CH:3]=[CH:4][C:5]([F:30])=[C:6]([NH:8][C:9]2[CH:14]=[C:13]([NH:15][CH:16]3[CH2:18][CH2:17]3)[N:12]3[N:19]=[CH:20][C:21](/[CH:22]=[C:23]4/[C:24](=[O:29])[NH:25][C:26](=[O:28])[NH:27]/4)=[C:11]3[N:10]=2)[CH:7]=1.[CH2:31]=[O:32]. Product: [Cl:1][C:2]1[CH:3]=[CH:4][C:5]([F:30])=[C:6]([NH:8][C:9]2[CH:14]=[C:13]([NH:15][CH:16]3[CH2:18][CH2:17]3)[N:12]3[N:19]=[CH:20][C:21](/[CH:22]=[C:23]4/[C:24](=[O:29])[N:25]([CH2:31][OH:32])[C:26](=[O:28])[NH:27]/4)=[C:11]3[N:10]=2)[CH:7]=1. The catalyst class is: 852.